This data is from Reaction yield outcomes from USPTO patents with 853,638 reactions. The task is: Predict the reaction yield, written as a fraction of the theoretical maximum amount of product (1.0 means a 100% yield; for example, 0.34 means a 34% yield). (1) The reactants are [H-].[Na+].[CH2:3]([SH:5])[CH3:4].[H][H].F[C:9]1[CH:16]=[C:15]([C:17]2[CH:22]=[CH:21][C:20]([Cl:23])=[CH:19][C:18]=2[Cl:24])[CH:14]=[CH:13][C:10]=1[C:11]#[N:12]. The catalyst is CN(C)C=O. The product is [Cl:24][C:18]1[CH:19]=[C:20]([Cl:23])[CH:21]=[CH:22][C:17]=1[C:15]1[CH:14]=[CH:13][C:10]([C:11]#[N:12])=[C:9]([S:5][CH2:3][CH3:4])[CH:16]=1. The yield is 0.880. (2) The reactants are [H-].[Na+].[C:3]([O:10][C:11]([CH3:14])([CH3:13])[CH3:12])(=[O:9])[CH2:4][C:5]([O:7][CH3:8])=[O:6].Cl[C:16]1[N:23]=[CH:22][C:21]([C:24]([F:27])([F:26])[F:25])=[CH:20][C:17]=1[C:18]#[N:19]. The catalyst is C1COCC1. The product is [C:18]([C:17]1[C:16]([CH:4]([C:5]([O:7][CH3:8])=[O:6])[C:3]([O:10][C:11]([CH3:14])([CH3:13])[CH3:12])=[O:9])=[N:23][CH:22]=[C:21]([C:24]([F:27])([F:25])[F:26])[CH:20]=1)#[N:19]. The yield is 0.840. (3) The reactants are FC(F)(F)C(OC(=O)C(F)(F)F)=O.C(N(CC)CC)C.[CH3:21][O:22][C:23](=[O:45])[CH:24]([O:43][CH3:44])[CH:25]([C:27]1[CH:32]=[CH:31][C:30]([O:33]CC2C=CC=CC=2)=[C:29]([O:41][CH3:42])[CH:28]=1)O. The catalyst is C(Cl)Cl. The product is [CH3:21][O:22][C:23](=[O:45])[CH:24]([O:43][CH3:44])[CH2:25][C:27]1[CH:32]=[CH:31][C:30]([OH:33])=[C:29]([O:41][CH3:42])[CH:28]=1. The yield is 0.860. (4) The reactants are Br[C:2]1[C:6]([CH3:7])=[C:5]([NH2:8])[N:4]([C:9]2[CH:14]=[CH:13][CH:12]=[CH:11][CH:10]=2)[N:3]=1.[CH3:15][N:16]1[CH:21]=[C:20](B2OC(C)(C)C(C)(C)O2)[CH:19]=[CH:18][C:17]1=[O:31].C([O-])([O-])=O.[K+].[K+].O. The catalyst is C1(C)C=CC=CC=1.C1C=CC([P]([Pd]([P](C2C=CC=CC=2)(C2C=CC=CC=2)C2C=CC=CC=2)([P](C2C=CC=CC=2)(C2C=CC=CC=2)C2C=CC=CC=2)[P](C2C=CC=CC=2)(C2C=CC=CC=2)C2C=CC=CC=2)(C2C=CC=CC=2)C2C=CC=CC=2)=CC=1.CCO. The product is [NH2:8][C:5]1[N:4]([C:9]2[CH:14]=[CH:13][CH:12]=[CH:11][CH:10]=2)[N:3]=[C:2]([C:20]2[CH:19]=[CH:18][C:17](=[O:31])[N:16]([CH3:15])[CH:21]=2)[C:6]=1[CH3:7]. The yield is 0.590. (5) The reactants are [CH3:1][CH:2]1[N:6]=[C:5]2[CH:7]=[CH:8][N:9]=[C:4]2[S:3]1.[CH2:10]1[CH2:16][S:13](=[O:15])(=[O:14])[O:12][CH2:11]1. No catalyst specified. The product is [CH3:1][CH:2]1[N+:6]([CH2:11][CH2:10][CH2:16][S:13]([O-:15])(=[O:14])=[O:12])=[C:5]2[CH:7]=[CH:8][N:9]=[C:4]2[S:3]1. The yield is 0.920. (6) The reactants are [Cl-].[Cl-].[Cl-].[Al+3].C(=O)=O.[Cl:8][C:9](Cl)(Cl)[C:10](Cl)=[O:11].[CH3:15][C:16]1[CH:24]=[CH:23][C:19]2[S:20][CH:21]=[CH:22][C:18]=2[CH:17]=1.Cl. The catalyst is O.ClCCl.CC(C)=O. The product is [Cl:8][CH2:9][C:10]([C:22]1[C:18]2[CH:17]=[C:16]([CH3:15])[CH:24]=[CH:23][C:19]=2[S:20][CH:21]=1)=[O:11]. The yield is 0.240.